This data is from Reaction yield outcomes from USPTO patents with 853,638 reactions. The task is: Predict the reaction yield, written as a fraction of the theoretical maximum amount of product (1.0 means a 100% yield; for example, 0.34 means a 34% yield). (1) The reactants are Br[C:2]1[CH:3]=[C:4]2[N:10]([CH2:11][CH:12]3[CH2:17][CH2:16][C:15]([F:19])([F:18])[CH2:14][CH2:13]3)[CH:9]=[C:8]([C:20]3[CH:21]=[N:22][N:23]([CH2:25][C:26]([F:29])([F:28])[F:27])[CH:24]=3)[C:5]2=[N:6][CH:7]=1.[CH3:30][C:31]1([CH3:47])[C:35]([CH3:37])([CH3:36])[O:34][B:33]([B:33]2[O:34][C:35]([CH3:37])([CH3:36])[C:31]([CH3:47])([CH3:30])[O:32]2)[O:32]1.C([O-])(=O)C.[K+].Cl. The catalyst is CN(C)C=O.C1C=CC(P(C2C=CC=CC=2)[C-]2C=CC=C2)=CC=1.C1C=CC(P(C2C=CC=CC=2)[C-]2C=CC=C2)=CC=1.Cl[Pd]Cl.[Fe+2]. The product is [F:18][C:15]1([F:19])[CH2:16][CH2:17][CH:12]([CH2:11][N:10]2[C:4]3[C:5](=[N:6][CH:7]=[C:2]([B:33]4[O:34][C:35]([CH3:37])([CH3:36])[C:31]([CH3:47])([CH3:30])[O:32]4)[CH:3]=3)[C:8]([C:20]3[CH:21]=[N:22][N:23]([CH2:25][C:26]([F:29])([F:28])[F:27])[CH:24]=3)=[CH:9]2)[CH2:13][CH2:14]1. The yield is 0.186. (2) The reactants are [CH2:1]([CH:6]1[CH2:11][CH2:10][CH2:9][N:8](C(OC(C)(C)C)=O)[CH2:7]1)[CH2:2][CH2:3][CH2:4][CH3:5].[ClH:19]. The catalyst is O1CCOCC1. The product is [ClH:19].[CH2:1]([CH:6]1[CH2:11][CH2:10][CH2:9][NH:8][CH2:7]1)[CH2:2][CH2:3][CH2:4][CH3:5]. The yield is 0.990. (3) The reactants are [N+]([C:4]1C=CC=CC=1O)([O-])=O.[Br:11][C:12]1[C:17]([N+:18]([O-:20])=[O:19])=[CH:16][CH:15]=[CH:14][C:13]=1[OH:21].C(=O)([O-])[O-].[Cs+].[Cs+].CI. The catalyst is CN(C=O)C. The product is [Br:11][C:12]1[C:17]([N+:18]([O-:20])=[O:19])=[CH:16][CH:15]=[CH:14][C:13]=1[O:21][CH3:4]. The yield is 0.940.